The task is: Predict the reaction yield, written as a fraction of the theoretical maximum amount of product (1.0 means a 100% yield; for example, 0.34 means a 34% yield).. This data is from Reaction yield outcomes from USPTO patents with 853,638 reactions. (1) The reactants are [CH3:1][N:2]([C@@H:4]1[C:22](=[O:23])[C:21]([C:24]([NH2:26])=[O:25])=[C:20]([OH:27])[C@:19]2([OH:28])[C@H:5]1[CH2:6][C@H:7]1[C:16]([C:17]2=[O:18])=[C:15]([OH:29])[C:14]2[C:9](=[C:10](I)[CH:11]=[CH:12][C:13]=2[OH:30])[CH2:8]1)[CH3:3]. The catalyst is CC([O-])=O.CC([O-])=O.[Pd+2].CO. The product is [CH3:1][N:2]([C@@H:4]1[C:22](=[O:23])[C:21]([C:24]([NH2:26])=[O:25])=[C:20]([OH:27])[C@:19]2([OH:28])[C@H:5]1[CH2:6][C@H:7]1[C:16]([C:17]2=[O:18])=[C:15]([OH:29])[C:14]2[C:9](=[C:10]([C:4]3[CH:22]=[CH:21][CH:20]=[CH:19][CH:5]=3)[CH:11]=[CH:12][C:13]=2[OH:30])[CH2:8]1)[CH3:3]. The yield is 0.420. (2) The reactants are [CH3:1][CH:2]([CH3:8])[CH2:3][CH:4]([OH:7])[C:5]#[CH:6].[H-].[Na+].[CH2:11](Br)[CH:12]=[CH2:13]. The catalyst is CN(C=O)C.CCOCC. The product is [CH2:13]([O:7][CH:4]([CH2:3][CH:2]([CH3:8])[CH3:1])[C:5]#[CH:6])[CH:12]=[CH2:11]. The yield is 0.741. (3) The reactants are [CH:1]([N:4]1[C:8]([C:9]2[N:18]=[C:17]3[N:11]([CH2:12][CH2:13][O:14][C:15]4[CH:22]=[C:21]([CH:23]5[CH2:26][N:25]([C:27]([CH3:31])([CH3:30])[C:28]#[N:29])[CH2:24]5)[CH:20]=[CH:19][C:16]=43)[CH:10]=2)=[N:7][CH:6]=[N:5]1)([CH3:3])[CH3:2].C([O-])([O-])=[O:33].[Na+].[Na+].O. The product is [CH:1]([N:4]1[C:8]([C:9]2[N:18]=[C:17]3[C:16]4[CH:19]=[CH:20][C:21]([CH:23]5[CH2:24][N:25]([C:27]([CH3:31])([CH3:30])[C:28]([NH2:29])=[O:33])[CH2:26]5)=[CH:22][C:15]=4[O:14][CH2:13][CH2:12][N:11]3[CH:10]=2)=[N:7][CH:6]=[N:5]1)([CH3:3])[CH3:2]. The catalyst is OS(O)(=O)=O. The yield is 0.540.